Dataset: Reaction yield outcomes from USPTO patents with 853,638 reactions. Task: Predict the reaction yield, written as a fraction of the theoretical maximum amount of product (1.0 means a 100% yield; for example, 0.34 means a 34% yield). (1) The reactants are [C:1]([C:3]1[CH:8]=[CH:7][C:6]([NH:9][C:10]([CH:12]=[CH:13][C:14]([OH:16])=O)=[O:11])=[CH:5][C:4]=1[C:17]([F:20])([F:19])[F:18])#[N:2].C1(C)C=CC=CC=1.C[Si](C)(C)N[Si](C)(C)C.Cl. The catalyst is CCOC(C)=O.[Br-].[Zn+2].[Br-].CCCCCCC. The product is [O:16]=[C:14]1[CH:13]=[CH:12][C:10](=[O:11])[N:9]1[C:6]1[CH:7]=[CH:8][C:3]([C:1]#[N:2])=[C:4]([C:17]([F:20])([F:19])[F:18])[CH:5]=1. The yield is 0.850. (2) The reactants are [Br:1][C:2]1[CH:7]=[CH:6][C:5]([C:8]2(O)[C:16]3[C:11](=[CH:12][CH:13]=[CH:14][CH:15]=3)[N:10]([CH:17]([C:24]3[CH:29]=[CH:28][CH:27]=[CH:26][CH:25]=3)[C:18]3[CH:23]=[CH:22][CH:21]=[CH:20][CH:19]=3)[C:9]2=[O:30])=[C:4]([OH:32])[CH:3]=1.FC(F)(F)C(O)=O. The catalyst is C([SiH](CC)CC)C. The product is [Br:1][C:2]1[CH:7]=[CH:6][C:5]([CH:8]2[C:16]3[C:11](=[CH:12][CH:13]=[CH:14][CH:15]=3)[N:10]([CH:17]([C:24]3[CH:25]=[CH:26][CH:27]=[CH:28][CH:29]=3)[C:18]3[CH:23]=[CH:22][CH:21]=[CH:20][CH:19]=3)[C:9]2=[O:30])=[C:4]([OH:32])[CH:3]=1. The yield is 0.790. (3) The product is [Br:2][C:3]1[CH:11]=[C:10]2[C:6]([CH:7]=[C:8]([C:12]([N:34]3[CH2:35][CH2:36][N:31]([S:28]([CH:25]4[CH2:27][CH2:26]4)(=[O:30])=[O:29])[CH2:32][CH2:33]3)=[O:13])[NH:9]2)=[CH:5][C:4]=1[O:15][CH:16]1[CH2:21][CH2:20][N:19]([CH:22]([CH3:24])[CH3:23])[CH2:18][CH2:17]1. The yield is 0.620. No catalyst specified. The reactants are Cl.[Br:2][C:3]1[CH:11]=[C:10]2[C:6]([CH:7]=[C:8]([C:12](O)=[O:13])[NH:9]2)=[CH:5][C:4]=1[O:15][CH:16]1[CH2:21][CH2:20][N:19]([CH:22]([CH3:24])[CH3:23])[CH2:18][CH2:17]1.[CH:25]1([S:28]([N:31]2[CH2:36][CH2:35][NH:34][CH2:33][CH2:32]2)(=[O:30])=[O:29])[CH2:27][CH2:26]1.C1(S(Cl)(=O)=O)CC1.N1(C(OC(C)(C)C)=O)CCNCC1. (4) The reactants are [N+:1]([C:4]1[CH:5]=[N:6][C:7]([NH2:10])=[N:8][CH:9]=1)([O-:3])=[O:2].Br[C:12]1[CH:17]=[CH:16][C:15]([CH2:18][CH2:19][CH2:20][N:21]2[CH2:25][CH2:24][CH2:23][CH2:22]2)=[CH:14][CH:13]=1.CC1(C)C2C(=C(P(C3C=CC=CC=3)C3C=CC=CC=3)C=CC=2)OC2C(P(C3C=CC=CC=3)C3C=CC=CC=3)=CC=CC1=2.C(=O)([O-])[O-].[Cs+].[Cs+]. The catalyst is O1CCOCC1. The product is [N+:1]([C:4]1[CH:5]=[N:6][C:7]([NH:10][C:12]2[CH:13]=[CH:14][C:15]([CH2:18][CH2:19][CH2:20][N:21]3[CH2:25][CH2:24][CH2:23][CH2:22]3)=[CH:16][CH:17]=2)=[N:8][CH:9]=1)([O-:3])=[O:2]. The yield is 0.560. (5) The reactants are [C:1]([C:3]1[C:4]2[S:25][C:24](Br)=[CH:23][C:5]=2[C:6]([NH:9][C@H:10]2[CH2:15][CH2:14][CH2:13][N:12]([C:16]([O:18][C:19]([CH3:22])([CH3:21])[CH3:20])=[O:17])[CH2:11]2)=N[CH:8]=1)#[N:2].[CH:27]([C:29]1[CH:30]=[C:31](B(O)O)[CH:32]=[CH:33][CH:34]=1)=[O:28].[C:38](=O)([O-])[O-].[Cs+].[Cs+]. The catalyst is O1CCOCC1.O.C1C=CC([P]([Pd]([P](C2C=CC=CC=2)(C2C=CC=CC=2)C2C=CC=CC=2)([P](C2C=CC=CC=2)(C2C=CC=CC=2)C2C=CC=CC=2)[P](C2C=CC=CC=2)(C2C=CC=CC=2)C2C=CC=CC=2)(C2C=CC=CC=2)C2C=CC=CC=2)=CC=1. The product is [C:1]([C:3]1[C:4]2[S:25][C:24]([C:33]3[CH:32]=[CH:31][CH:30]=[C:29]([CH:27]=[O:28])[CH:34]=3)=[CH:23][C:5]=2[C:6]([NH:9][C@H:10]2[CH2:15][CH2:14][CH2:13][N:12]([C:16]([O:18][C:19]([CH3:21])([CH3:20])[CH3:22])=[O:17])[CH2:11]2)=[CH:38][CH:8]=1)#[N:2]. The yield is 0.350. (6) The reactants are CCN(C(C)C)C(C)C.[Br:10][C:11]1[S:12][C:13](Br)=[N:14][N:15]=1.[N:17]1([C:23]([O:25][C:26]([CH3:29])([CH3:28])[CH3:27])=[O:24])[CH2:22][CH2:21][NH:20][CH2:19][CH2:18]1. The catalyst is O1CCOCC1. The product is [Br:10][C:11]1[S:12][C:13]([N:20]2[CH2:19][CH2:18][N:17]([C:23]([O:25][C:26]([CH3:29])([CH3:28])[CH3:27])=[O:24])[CH2:22][CH2:21]2)=[N:14][N:15]=1. The yield is 0.770. (7) The reactants are Cl[C:2]1[C:7]([C:8]([O:10][CH2:11][CH3:12])=[O:9])=[CH:6][N:5]=[C:4]([Cl:13])[CH:3]=1.[CH3:14][CH:15]([NH2:17])[CH3:16].CCN(C(C)C)C(C)C. The catalyst is CC(N(C)C)=O.CC(OC)(C)C. The product is [Cl:13][C:4]1[CH:3]=[C:2]([NH:17][CH:15]([CH3:16])[CH3:14])[C:7]([C:8]([O:10][CH2:11][CH3:12])=[O:9])=[CH:6][N:5]=1. The yield is 0.750. (8) The reactants are Br[C:2]1[C:3]2[CH2:10][CH2:9][CH:8]([NH:11][S:12]([CH2:15][CH3:16])(=[O:14])=[O:13])[C:4]=2[CH:5]=[N:6][CH:7]=1.[F:17][C:18]1[CH:27]=[C:26]2[C:21]([CH2:22][CH2:23][C:24](=[O:29])[N:25]2[CH3:28])=[CH:20][C:19]=1B1OC(C)(C)C(C)(C)O1. No catalyst specified. The product is [F:17][C:18]1[CH:27]=[C:26]2[C:21]([CH2:22][CH2:23][C:24](=[O:29])[N:25]2[CH3:28])=[CH:20][C:19]=1[C:2]1[C:3]2[CH2:10][CH2:9][CH:8]([NH:11][S:12]([CH2:15][CH3:16])(=[O:14])=[O:13])[C:4]=2[CH:5]=[N:6][CH:7]=1. The yield is 0.700.